From a dataset of Full USPTO retrosynthesis dataset with 1.9M reactions from patents (1976-2016). Predict the reactants needed to synthesize the given product. (1) Given the product [F:1][C:2]([F:7])([F:6])[C:3]([OH:5])=[O:4].[F:8][C:9]([F:14])([F:13])[C:10]([OH:12])=[O:11].[Cl:22][C:23]1[CH:24]=[N:25][C:26]2[NH:27][C:28]3[CH:29]=[N:30][CH:31]=[C:32]([CH:54]=3)[CH2:33][CH2:34][C:35]3[CH:43]=[C:39]([NH:40][C:41]=1[N:42]=2)[CH:38]=[CH:37][C:36]=3[O:44][CH2:45][C:46]([N:47]1[CH2:52][CH2:51][N:50]([C:62]([NH:61][C:55]2[CH:60]=[CH:59][CH:58]=[CH:57][CH:56]=2)=[O:63])[CH2:49][CH2:48]1)=[O:53], predict the reactants needed to synthesize it. The reactants are: [F:1][C:2]([F:7])([F:6])[C:3]([OH:5])=[O:4].[F:8][C:9]([F:14])([F:13])[C:10]([OH:12])=[O:11].FC(F)(F)C(O)=O.[Cl:22][C:23]1[CH:24]=[N:25][C:26]2[NH:27][C:28]3[CH:29]=[N:30][CH:31]=[C:32]([CH:54]=3)[CH2:33][CH2:34][C:35]3[CH:43]=[C:39]([NH:40][C:41]=1[N:42]=2)[CH:38]=[CH:37][C:36]=3[O:44][CH2:45][C:46](=[O:53])[N:47]1[CH2:52][CH2:51][NH:50][CH2:49][CH2:48]1.[C:55]1([N:61]=[C:62]=[O:63])[CH:60]=[CH:59][CH:58]=[CH:57][CH:56]=1. (2) The reactants are: FC(F)(F)C(O)=O.[CH3:8][S:9]([C:12]1[CH:33]=[CH:32][C:15]([O:16][C:17]2[N:22]=[CH:21][N:20]=[C:19]3[N:23]([CH:26]4[CH2:31][CH2:30][NH:29][CH2:28][CH2:27]4)[N:24]=[CH:25][C:18]=23)=[CH:14][CH:13]=1)(=[O:11])=[O:10].[CH:34]1[C:39]([CH:40]=O)=[CH:38][C:37]2[O:42][C:43]([F:46])([F:45])[O:44][C:36]=2[CH:35]=1.C(N(CC)CC)C.C(O[BH-](OC(=O)C)OC(=O)C)(=O)C.[Na+]. Given the product [F:46][C:43]1([F:45])[O:44][C:36]2[CH:35]=[CH:34][C:39]([CH2:40][N:29]3[CH2:28][CH2:27][CH:26]([N:23]4[C:19]5=[N:20][CH:21]=[N:22][C:17]([O:16][C:15]6[CH:14]=[CH:13][C:12]([S:9]([CH3:8])(=[O:11])=[O:10])=[CH:33][CH:32]=6)=[C:18]5[CH:25]=[N:24]4)[CH2:31][CH2:30]3)=[CH:38][C:37]=2[O:42]1, predict the reactants needed to synthesize it. (3) Given the product [NH2:1][C:2]1[CH:9]=[CH:8][C:7]([C:30]2[N:35]=[C:34]3[N:36]([CH2:45][CH2:46][N:47]([CH3:49])[CH3:48])[N:37]=[CH:38][C:33]3=[C:32]([CH:50]([F:51])[F:52])[CH:31]=2)=[CH:6][C:3]=1[C:4]#[N:5], predict the reactants needed to synthesize it. The reactants are: [NH2:1][C:2]1[CH:9]=[CH:8][C:7](B2OC(C)(C)C(C)(C)O2)=[CH:6][C:3]=1[C:4]#[N:5].O.O.P([O-])([O-])([O-])=O.[K+].[K+].[K+].Cl[C:30]1[N:35]=[C:34]2[N:36]([CH2:45][CH2:46][N:47]([CH3:49])[CH3:48])[N:37]=[C:38](C3C=CC=CC=3)[C:33]2=[C:32]([CH:50]([F:52])[F:51])[CH:31]=1.COCCOC.O. (4) Given the product [NH2:26][C:25]1[O:11][C:4]2[CH:5]=[C:6]([C:7]#[N:8])[CH:9]=[CH:10][C:3]=2[C:1]=1[NH:16][C:15]1[CH:17]=[CH:18][C:19]([F:20])=[C:13]([Cl:12])[CH:14]=1, predict the reactants needed to synthesize it. The reactants are: [CH:1]([C:3]1[CH:10]=[CH:9][C:6]([C:7]#[N:8])=[CH:5][C:4]=1[OH:11])=O.[Cl:12][C:13]1[CH:14]=[C:15]([CH:17]=[CH:18][C:19]=1[F:20])[NH2:16].[Si]([C:25]#[N:26])(C)(C)C.[Si](OS(C(F)(F)F)(=O)=O)(C)(C)C. (5) The reactants are: Cl[C:2]1[C:7]([N+:8]([O-:10])=[O:9])=[C:6]([NH:11][C:12](=[O:14])[CH3:13])[CH:5]=[C:4]([Cl:15])[N:3]=1.[N:16]1[C:25]2[C:20](=[CH:21][C:22]([CH2:26][NH2:27])=[CH:23][CH:24]=2)[CH:19]=[CH:18][CH:17]=1.CCN(CC)CC. Given the product [Cl:15][C:4]1[N:3]=[C:2]([NH:27][CH2:26][C:22]2[CH:21]=[C:20]3[C:25](=[CH:24][CH:23]=2)[N:16]=[CH:17][CH:18]=[CH:19]3)[C:7]([N+:8]([O-:10])=[O:9])=[C:6]([NH:11][C:12](=[O:14])[CH3:13])[CH:5]=1, predict the reactants needed to synthesize it. (6) Given the product [O:16]1[CH2:20][CH2:19][CH2:18][CH2:24][CH:17]1[CH2:21][NH:22][C:13](=[O:15])/[CH:12]=[CH:11]/[C@@H:9]1[CH2:10][C@H:8]1[CH2:1][C:2]1[CH:3]=[CH:4][CH:5]=[CH:6][CH:7]=1, predict the reactants needed to synthesize it. The reactants are: [CH2:1]([C@@H:8]1[CH2:10][C@H:9]1/[CH:11]=[CH:12]/[C:13]([OH:15])=O)[C:2]1[CH:7]=[CH:6][CH:5]=[CH:4][CH:3]=1.[O:16]1[CH2:20][CH2:19][CH2:18][CH:17]1[CH2:21][NH2:22].O1CCC[CH2:24]1.Cl.C(N=C=NCCCN(C)C)C. (7) Given the product [Br:20][C:15]1[C:16]([C:17]#[N:18])=[CH:19][C:12]([NH:11][C:22](=[O:23])[O:24][C:25]([CH3:28])([CH3:27])[CH3:26])=[C:13]([Cl:21])[CH:14]=1, predict the reactants needed to synthesize it. The reactants are: C[Si]([N-][Si](C)(C)C)(C)C.[Na+].[NH2:11][C:12]1[C:13]([Cl:21])=[CH:14][C:15]([Br:20])=[C:16]([CH:19]=1)[C:17]#[N:18].[C:22](O[C:22]([O:24][C:25]([CH3:28])([CH3:27])[CH3:26])=[O:23])([O:24][C:25]([CH3:28])([CH3:27])[CH3:26])=[O:23].Cl. (8) Given the product [O:14]1[CH:15]=[CH:16][CH:17]=[C:13]1[CH2:12][C:10]1[N:9]([CH:18]2[CH2:23][CH2:22][CH2:21][CH2:20][CH:19]2[CH3:24])[C:8]2[CH:25]=[CH:26][C:5]([C:3]([OH:4])=[O:2])=[CH:6][C:7]=2[N:11]=1, predict the reactants needed to synthesize it. The reactants are: C[O:2][C:3]([C:5]1[CH:26]=[CH:25][C:8]2[N:9]([CH:18]3[CH2:23][CH2:22][CH2:21][CH2:20][CH:19]3[CH3:24])[C:10]([CH2:12][C:13]3[O:14][CH:15]=[CH:16][CH:17]=3)=[N:11][C:7]=2[CH:6]=1)=[O:4].[OH-].[Na+].Cl. (9) Given the product [CH3:13][C:14]1([CH2:15][CH2:16][CH:17]=[C:20]([CH3:21])[CH3:19])[CH2:1][CH:28]1[CH:27]=[O:26], predict the reactants needed to synthesize it. The reactants are: [CH3:1]O.[Cr](O[Cr]([O-])(=O)=O)([O-])(=O)=O.[NH+]1[CH:17]=[CH:16][CH:15]=[CH:14][CH:13]=1.[NH+]1C=C[CH:21]=[CH:20][CH:19]=1.C([O:26][CH2:27][CH3:28])C.